This data is from Catalyst prediction with 721,799 reactions and 888 catalyst types from USPTO. The task is: Predict which catalyst facilitates the given reaction. (1) Reactant: [CH3:1][O:2][C:3]1[CH:4]=[C:5]2[C:10](=[CH:11][C:12]=1[O:13][CH3:14])[N:9]=[CH:8][CH:7]=[C:6]2[O:15][C:16]1[C:22]([CH3:23])=[CH:21][C:19]([NH2:20])=[C:18]([CH3:24])[CH:17]=1.ClC(Cl)(O[C:29](=[O:35])[O:30][C:31](Cl)(Cl)Cl)Cl.[CH3:37][O:38][C:39]1[CH:44]=[CH:43][CH:42]=[CH:41][C:40]=1CO.C(=O)(O)[O-].[Na+]. Product: [CH3:1][O:2][C:3]1[CH:4]=[C:5]2[C:10](=[CH:11][C:12]=1[O:13][CH3:14])[N:9]=[CH:8][CH:7]=[C:6]2[O:15][C:16]1[C:22]([CH3:23])=[CH:21][C:19]([NH:20][C:29](=[O:35])[O:30][CH2:31][C:40]2[CH:41]=[CH:42][CH:43]=[CH:44][C:39]=2[O:38][CH3:37])=[C:18]([CH3:24])[CH:17]=1. The catalyst class is: 208. (2) Reactant: [C:1]([NH:24][C@@H:25]([CH2:30][CH2:31][CH2:32][CH2:33][NH:34][C:35](=[O:57])[CH2:36][CH2:37]/[CH:38]=[CH:39]\[CH2:40]/[CH:41]=[CH:42]\[CH2:43]/[CH:44]=[CH:45]\[CH2:46]/[CH:47]=[CH:48]\[CH2:49]/[CH:50]=[CH:51]\[CH2:52]/[CH:53]=[CH:54]\[CH2:55][CH3:56])[C:26]([O:28]C)=[O:27])(=[O:23])[CH2:2][CH2:3]/[CH:4]=[CH:5]\[CH2:6]/[CH:7]=[CH:8]\[CH2:9]/[CH:10]=[CH:11]\[CH2:12]/[CH:13]=[CH:14]\[CH2:15]/[CH:16]=[CH:17]\[CH2:18]/[CH:19]=[CH:20]\[CH2:21][CH3:22].[OH-].[Na+].Cl. Product: [C:1]([NH:24][C@@H:25]([CH2:30][CH2:31][CH2:32][CH2:33][NH:34][C:35](=[O:57])[CH2:36][CH2:37]/[CH:38]=[CH:39]\[CH2:40]/[CH:41]=[CH:42]\[CH2:43]/[CH:44]=[CH:45]\[CH2:46]/[CH:47]=[CH:48]\[CH2:49]/[CH:50]=[CH:51]\[CH2:52]/[CH:53]=[CH:54]\[CH2:55][CH3:56])[C:26]([OH:28])=[O:27])(=[O:23])[CH2:2][CH2:3]/[CH:4]=[CH:5]\[CH2:6]/[CH:7]=[CH:8]\[CH2:9]/[CH:10]=[CH:11]\[CH2:12]/[CH:13]=[CH:14]\[CH2:15]/[CH:16]=[CH:17]\[CH2:18]/[CH:19]=[CH:20]\[CH2:21][CH3:22]. The catalyst class is: 1. (3) Reactant: [Br:1][C:2]1[C:7]2[NH:8][C:9]3[CH:10]=[CH:11][C:12]([F:15])=[CH:13][C:14]=3[C:6]=2[C:5](Cl)=[N:4][CH:3]=1.CC[N:19]([CH:23]([CH3:25])C)[CH:20]([CH3:22])C.CO[CH2:28][CH2:29][O:30][CH2:31][CH2:32]OC. Product: [Br:1][C:2]1[C:7]2[NH:8][C:9]3[CH:10]=[CH:11][C:12]([F:15])=[CH:13][C:14]=3[C:6]=2[C:5]([N:19]2[CH2:20][CH2:22][C:31]3([C:32]4[CH:3]=[CH:2][CH:7]=[CH:6][C:28]=4[CH2:29][O:30]3)[CH2:25][CH2:23]2)=[N:4][CH:3]=1. The catalyst class is: 25. (4) Reactant: [Cl:1][C:2]1[C:7]([S:8](Cl)(=[O:10])=[O:9])=[CH:6][CH:5]=[CH:4][N:3]=1.[NH2:12][C:13]1[CH:14]=[C:15]([CH3:28])[C:16]([CH2:19][NH:20][C:21](=[O:27])[O:22][C:23]([CH3:26])([CH3:25])[CH3:24])=[N:17][CH:18]=1.N1C=CC=CC=1. Product: [Cl:1][C:2]1[C:7]([S:8]([NH:12][C:13]2[CH:14]=[C:15]([CH3:28])[C:16]([CH2:19][NH:20][C:21](=[O:27])[O:22][C:23]([CH3:24])([CH3:25])[CH3:26])=[N:17][CH:18]=2)(=[O:10])=[O:9])=[CH:6][CH:5]=[CH:4][N:3]=1. The catalyst class is: 2. (5) Reactant: [CH:1]1([OH:7])[CH2:5][CH2:4][CH2:3][CH:2]1[OH:6].C(N(C(C)C)C(C)C)C.Cl[CH2:18][O:19][CH3:20]. The catalyst class is: 46. Product: [CH3:18][O:19][CH2:20][O:6][CH:2]1[CH2:3][CH2:4][CH2:5][CH:1]1[OH:7].